From a dataset of Forward reaction prediction with 1.9M reactions from USPTO patents (1976-2016). Predict the product of the given reaction. (1) The product is: [ClH:3].[CH3:17][O:15][C:14](=[O:16])[C@H:6]([CH2:7][C:8]1[CH:13]=[CH:12][CH:11]=[CH:10][CH:9]=1)[NH2:5]. Given the reactants S(Cl)([Cl:3])=O.[NH2:5][C@H:6]([C:14]([OH:16])=[O:15])[CH2:7][C:8]1[CH:13]=[CH:12][CH:11]=[CH:10][CH:9]=1.[CH3:17]O, predict the reaction product. (2) Given the reactants [CH2:1]([O:3][CH:4]([S:24][CH2:25][CH3:26])[C@@H:5]1[CH2:9][CH2:8][CH2:7][N:6]1[C:10](=[O:23])[C:11]1[CH:16]=[C:15]([O:17][CH3:18])[C:14]([OH:19])=[CH:13][C:12]=1[N+:20]([O-:22])=[O:21])[CH3:2].[Br:27][CH2:28][CH2:29]Br.C([O-])([O-])=O.[K+].[K+].CCOC(C)=O.CCCCCC, predict the reaction product. The product is: [CH2:1]([O:3][CH:4]([S:24][CH2:25][CH3:26])[C@@H:5]1[CH2:9][CH2:8][CH2:7][N:6]1[C:10](=[O:23])[C:11]1[CH:16]=[C:15]([O:17][CH3:18])[C:14]([O:19][CH2:29][CH2:28][Br:27])=[CH:13][C:12]=1[N+:20]([O-:22])=[O:21])[CH3:2]. (3) Given the reactants [CH2:1]([OH:13])[CH2:2][O:3][CH2:4][CH2:5][O:6][CH2:7][CH2:8][O:9][CH2:10][CH2:11][OH:12].N1[CH:19]=[CH:18][CH:17]=[CH:16][CH:15]=1.[O:20]1[CH2:24][CH2:23][CH2:22][CH2:21]1, predict the reaction product. The product is: [C:21]([O:12][CH2:11][CH2:10][O:9][CH2:8][CH2:7][O:6][CH2:5][CH2:4][O:3][CH2:2][CH2:1][OH:13])(=[O:20])[CH2:22][CH2:23][CH2:24][CH2:15][CH2:16][CH2:17][CH2:18][CH2:19][C:19]#[C:18][C:17]#[C:16][CH2:15][CH2:19][CH2:18][CH2:17][CH2:16][CH2:15][CH2:15][CH2:16][CH2:17][CH3:18]. (4) Given the reactants [NH2:1][C:2]1[NH:6][N:5]=[C:4]([NH:7][C:8]2[CH:13]=[CH:12][C:11]([C:14]([CH3:17])([CH3:16])[CH3:15])=[CH:10][CH:9]=2)[C:3]=1[C:18]([NH2:20])=[O:19].[CH3:21][C:22]1[CH:23]=[C:24]([CH:27]=[C:28]([CH3:31])[C:29]=1[OH:30])[CH:25]=O.[BH4-].[Na+].O, predict the reaction product. The product is: [C:14]([C:11]1[CH:10]=[CH:9][C:8]([NH:7][C:4]2[C:3]([C:18]([NH2:20])=[O:19])=[C:2]([NH:1][CH2:25][C:24]3[CH:27]=[C:28]([CH3:31])[C:29]([OH:30])=[C:22]([CH3:21])[CH:23]=3)[NH:6][N:5]=2)=[CH:13][CH:12]=1)([CH3:17])([CH3:15])[CH3:16]. (5) Given the reactants C(OC([NH:8][C@@H:9]1[CH2:14][CH2:13][CH2:12][N:11]([C:15]([CH:17]2[CH2:25][C:24]3[C:19](=[CH:20][CH:21]=[CH:22][CH:23]=3)[N:18]2[C:26]2[N:31]=[CH:30][CH:29]=[CH:28][N:27]=2)=[O:16])[CH2:10]1)=O)(C)(C)C.[ClH:32], predict the reaction product. The product is: [ClH:32].[ClH:32].[NH2:8][C@@H:9]1[CH2:14][CH2:13][CH2:12][N:11]([C:15]([CH:17]2[CH2:25][C:24]3[C:19](=[CH:20][CH:21]=[CH:22][CH:23]=3)[N:18]2[C:26]2[N:31]=[CH:30][CH:29]=[CH:28][N:27]=2)=[O:16])[CH2:10]1. (6) Given the reactants [Cl:1][C:2]1[CH:3]=[CH:4][C:5]2[NH:11][C:10]3[CH:12]=[CH:13][CH:14]=[CH:15][C:9]=3[C:8]([N:16]3[CH2:21][CH2:20][NH:19][CH2:18][CH2:17]3)=[N:7][C:6]=2[CH:22]=1.Cl[C:24]([O:26][CH2:27][CH3:28])=[O:25], predict the reaction product. The product is: [CH2:27]([O:26][C:24]([N:19]1[CH2:20][CH2:21][N:16]([C:8]2[C:9]3[CH:15]=[CH:14][CH:13]=[CH:12][C:10]=3[NH:11][C:5]3[CH:4]=[CH:3][C:2]([Cl:1])=[CH:22][C:6]=3[N:7]=2)[CH2:17][CH2:18]1)=[O:25])[CH3:28]. (7) Given the reactants [CH3:1][C:2]1([CH:17]=[O:18])[CH2:6][CH:5]2[CH:7]([CH3:16])[C:8]([N+:13]([O-:15])=[O:14])=[C:9]([CH3:12])[C:10]([CH3:11])=[C:4]2[O:3]1.CC(=CC)C.Cl([O-])=[O:25].[Na+].[Na].[H][H], predict the reaction product. The product is: [CH3:1][C:2]1([C:17]([OH:25])=[O:18])[CH2:6][CH:5]2[CH:7]([CH3:16])[C:8]([N+:13]([O-:15])=[O:14])=[C:9]([CH3:12])[C:10]([CH3:11])=[C:4]2[O:3]1. (8) Given the reactants [Br:1][C:2]1[C:3]([N:20]2[CH2:25][CH2:24][CH2:23][C@@H:22]([NH:26]C(=O)OC(C)(C)C)[CH2:21]2)=[C:4]2[C:10]([NH:11][C:12]([C:14]3[CH:19]=[N:18][CH:17]=[CH:16][N:15]=3)=[O:13])=[CH:9][NH:8][C:5]2=[N:6][CH:7]=1.C(O)(C(F)(F)F)=O.C(Cl)[Cl:42], predict the reaction product. The product is: [ClH:42].[NH2:26][C@@H:22]1[CH2:23][CH2:24][CH2:25][N:20]([C:3]2[C:2]([Br:1])=[CH:7][N:6]=[C:5]3[NH:8][CH:9]=[C:10]([NH:11][C:12]([C:14]4[CH:19]=[N:18][CH:17]=[CH:16][N:15]=4)=[O:13])[C:4]=23)[CH2:21]1. (9) Given the reactants [C:1]([N:5]1[C:9]2[CH:10]=[CH:11][CH:12]=[CH:13][C:8]=2[O:7][C:6]1=[O:14])(=[O:4])[CH2:2][CH3:3].[C:15]1([CH2:21][CH2:22][CH:23]=[O:24])[CH:20]=[CH:19][CH:18]=[CH:17][CH:16]=1, predict the reaction product. The product is: [CH3:3][C@H:2]([C@@H:23]([OH:24])[CH2:22][CH2:21][C:15]1[CH:20]=[CH:19][CH:18]=[CH:17][CH:16]=1)[C:1]([N:5]1[C:9]2[CH:10]=[CH:11][CH:12]=[CH:13][C:8]=2[O:7][C:6]1=[O:14])=[O:4].